From a dataset of Catalyst prediction with 721,799 reactions and 888 catalyst types from USPTO. Predict which catalyst facilitates the given reaction. (1) The catalyst class is: 9. Reactant: [Cl:1][C:2]1[CH:7]=[C:6]([C:8]([F:20])([C:16]([F:19])([F:18])[F:17])[C:9]([F:15])([F:14])[C:10]([F:13])([F:12])[F:11])[CH:5]=[C:4]([Cl:21])[C:3]=1[N:22]1[CH:26]=[C:25]([C:27]2[CH:32]=[CH:31][C:30](F)=[C:29]([N+:34]([O-:36])=[O:35])[CH:28]=2)[N:24]=[N:23]1.[C-:37]#[N:38].[Na+].O.C(OCC)(=O)C. Product: [Cl:21][C:4]1[CH:5]=[C:6]([C:8]([F:20])([C:16]([F:19])([F:17])[F:18])[C:9]([F:14])([F:15])[C:10]([F:12])([F:13])[F:11])[CH:7]=[C:2]([Cl:1])[C:3]=1[N:22]1[CH:26]=[C:25]([C:27]2[CH:32]=[CH:31][C:30]([C:37]#[N:38])=[C:29]([N+:34]([O-:36])=[O:35])[CH:28]=2)[N:24]=[N:23]1. (2) Reactant: [CH2:1]([N:8]1[C:16]2[C:11](=[CH:12][C:13]([C:17]([O:19][CH2:20][CH3:21])=[O:18])=[CH:14][CH:15]=2)[C:10]([CH3:22])=[C:9]1[CH3:23])[C:2]1[CH:7]=[CH:6][CH:5]=[CH:4][CH:3]=1.C([SiH](CC)CC)C. Product: [CH2:1]([N:8]1[C:16]2[C:11](=[CH:12][C:13]([C:17]([O:19][CH2:20][CH3:21])=[O:18])=[CH:14][CH:15]=2)[CH:10]([CH3:22])[CH:9]1[CH3:23])[C:2]1[CH:3]=[CH:4][CH:5]=[CH:6][CH:7]=1. The catalyst class is: 55. (3) Reactant: [Cl:1][C:2]1[C:3]([O:29][C:30]2[CH:35]=[CH:34][C:33]([C:36]([F:39])([F:38])[F:37])=[CH:32][C:31]=2[C:40]2[C:41]([N+:51]([O-])=O)=[N:42][N:43](C3CCCCO3)[CH:44]=2)=[CH:4][C:5]([F:28])=[C:6]([S:8]([N:11](CC2C=CC(OC)=CC=2OC)[C:12]2[S:13][CH:14]=[N:15][N:16]=2)(=[O:10])=[O:9])[CH:7]=1.[Cl-].[NH4+]. Product: [NH2:51][C:41]1[C:40]([C:31]2[CH:32]=[C:33]([C:36]([F:37])([F:39])[F:38])[CH:34]=[CH:35][C:30]=2[O:29][C:3]2[C:2]([Cl:1])=[CH:7][C:6]([S:8]([NH:11][C:12]3[S:13][CH:14]=[N:15][N:16]=3)(=[O:10])=[O:9])=[C:5]([F:28])[CH:4]=2)=[CH:44][NH:43][N:42]=1. The catalyst class is: 186. (4) Reactant: [Cl:1][C:2]1[N:7]=[C:6](Cl)[C:5]([F:9])=[CH:4][N:3]=1.[NH2:10][C:11]1[CH:12]=[C:13]2[C:17](=[CH:18][CH:19]=1)[NH:16][C:15]([CH3:20])=[CH:14]2.Cl. Product: [Cl:1][C:2]1[N:7]=[C:6]([NH:10][C:11]2[CH:12]=[C:13]3[C:17](=[CH:18][CH:19]=2)[NH:16][C:15]([CH3:20])=[CH:14]3)[C:5]([F:9])=[CH:4][N:3]=1. The catalyst class is: 24.